Dataset: Full USPTO retrosynthesis dataset with 1.9M reactions from patents (1976-2016). Task: Predict the reactants needed to synthesize the given product. (1) Given the product [I:15][C:16]1[CH:24]=[CH:23][C:19]([C:20](=[O:21])[CH2:6][C:4]([O:3][CH2:2][CH3:1])=[O:5])=[CH:18][CH:17]=1, predict the reactants needed to synthesize it. The reactants are: [CH3:1][CH2:2][O:3][C:4]([CH3:6])=[O:5].[Li+].CC([N-]C(C)C)C.[I:15][C:16]1[CH:24]=[CH:23][C:19]([C:20](Cl)=[O:21])=[CH:18][CH:17]=1.S(=O)(=O)(O)O. (2) Given the product [C:16]([O:20][C:21]([NH:1][CH2:2][C:3]1[CH:10]=[CH:9][C:6]([C:7]([OH:12])=[O:8])=[CH:5][CH:4]=1)=[O:22])([CH3:19])([CH3:18])[CH3:17], predict the reactants needed to synthesize it. The reactants are: [NH2:1][CH2:2][C:3]1[CH:10]=[CH:9][C:6]([CH2:7][OH:8])=[CH:5][CH:4]=1.C(=O)([O-])[OH:12].[Na+].[C:16]([O:20][C:21](O[C:21]([O:20][C:16]([CH3:19])([CH3:18])[CH3:17])=[O:22])=[O:22])([CH3:19])([CH3:18])[CH3:17].